Dataset: Reaction yield outcomes from USPTO patents with 853,638 reactions. Task: Predict the reaction yield, written as a fraction of the theoretical maximum amount of product (1.0 means a 100% yield; for example, 0.34 means a 34% yield). (1) The reactants are Br[C:2]1[CH:7]=[C:6]([CH3:8])[CH:5]=[CH:4][C:3]=1[C:9]1([O:14]COC)[CH2:13][CH2:12][CH2:11][CH2:10]1.[Li]CCCC.[B:23](OC(C)C)(OC(C)C)[O:24]C(C)C. The catalyst is C1COCC1. The yield is 0.810. The product is [CH3:8][C:6]1[CH:5]=[CH:4][C:3]2[C:9]3([CH2:13][CH2:12][CH2:11][CH2:10]3)[O:14][B:23]([OH:24])[C:2]=2[CH:7]=1. (2) The reactants are [CH3:1][C:2]([CH3:14])([CH3:13])[C:3]#[C:4][C:5]1[S:9][C:8]([C:10]([OH:12])=[O:11])=[CH:7][CH:6]=1.[Li]CCCC.[I:20]I. The catalyst is C1COCC1. The product is [CH3:1][C:2]([CH3:14])([CH3:13])[C:3]#[C:4][C:5]1[S:9][C:8]([C:10]([OH:12])=[O:11])=[C:7]([I:20])[CH:6]=1. The yield is 0.650. (3) The reactants are [N:1]#[C:2]Br.[Br:4][C:5]1[CH:6]=[N:7][CH:8]=[CH:9][C:10]=1[CH2:11][O:12][C:13]1[CH:14]=[N:15][C:16]([N:19]2[CH2:24][CH2:23][NH:22][CH2:21][CH2:20]2)=[N:17][CH:18]=1.C(N(CC)CC)C. The catalyst is ClCCl. The product is [Br:4][C:5]1[CH:6]=[N:7][CH:8]=[CH:9][C:10]=1[CH2:11][O:12][C:13]1[CH:14]=[N:15][C:16]([N:19]2[CH2:20][CH2:21][N:22]([C:2]#[N:1])[CH2:23][CH2:24]2)=[N:17][CH:18]=1. The yield is 0.420. (4) The reactants are [CH3:1][CH:2]([CH3:6])[CH2:3][CH2:4][NH2:5].[C:7](O[C:7]([O:9][C:10]([CH3:13])([CH3:12])[CH3:11])=[O:8])([O:9][C:10]([CH3:13])([CH3:12])[CH3:11])=[O:8].C(N(CC)CC)C. The catalyst is ClCCl.CO. The product is [CH2:4]([NH:5][C:7](=[O:8])[O:9][C:10]([CH3:13])([CH3:12])[CH3:11])[CH2:3][CH:2]([CH3:6])[CH3:1]. The yield is 0.290. (5) The reactants are C[O:2][C:3](=[O:40])[C:4]1[CH:9]=[C:8]([O:10][C:11]2[CH:16]=[CH:15][C:14]([C:17]3[CH:22]=[CH:21][C:20]([CH2:23][C:24]4[N:25]([CH2:37][CH3:38])[CH:26]=[C:27]([C:29]5[CH:34]=[CH:33][C:32]([Cl:35])=[CH:31][C:30]=5[Cl:36])[N:28]=4)=[CH:19][CH:18]=3)=[CH:13][CH:12]=2)[CH:7]=[CH:6][C:5]=1[NH2:39].[CH3:41][S:42](Cl)(=[O:44])=[O:43].CCN(C(C)C)C(C)C. No catalyst specified. The product is [Cl:36][C:30]1[CH:31]=[C:32]([Cl:35])[CH:33]=[CH:34][C:29]=1[C:27]1[N:28]=[C:24]([CH2:23][C:20]2[CH:21]=[CH:22][C:17]([C:14]3[CH:15]=[CH:16][C:11]([O:10][C:8]4[CH:7]=[CH:6][C:5]([NH:39][S:42]([CH3:41])(=[O:44])=[O:43])=[C:4]([CH:9]=4)[C:3]([OH:2])=[O:40])=[CH:12][CH:13]=3)=[CH:18][CH:19]=2)[N:25]([CH2:37][CH3:38])[CH:26]=1. The yield is 0.360. (6) The reactants are I[C:2]1[CH:30]=[CH:29][C:5]2[N:6]([CH2:10][C:11]3[CH:16]=[CH:15][C:14]([O:17][CH2:18][C:19]4[CH:20]=[N:21][C:22]([O:25][CH3:26])=[CH:23][CH:24]=4)=[C:13]([O:27][CH3:28])[CH:12]=3)[C:7]([NH2:9])=[N:8][C:4]=2[CH:3]=1.[CH3:31][N:32]1[CH2:37][CH2:36][NH:35][C:34](=[O:38])[CH2:33]1.CN[C@@H]1CCCC[C@H]1NC.P([O-])([O-])([O-])=O.[K+].[K+].[K+]. The catalyst is O1CCOCC1. The product is [NH2:9][C:7]1[N:6]([CH2:10][C:11]2[CH:16]=[CH:15][C:14]([O:17][CH2:18][C:19]3[CH:20]=[N:21][C:22]([O:25][CH3:26])=[CH:23][CH:24]=3)=[C:13]([O:27][CH3:28])[CH:12]=2)[C:5]2[CH:4]=[CH:3][C:2]([N:35]3[CH2:36][CH2:37][N:32]([CH3:31])[CH2:33][C:34]3=[O:38])=[CH:30][C:29]=2[N:8]=1. The yield is 0.120.